From a dataset of Forward reaction prediction with 1.9M reactions from USPTO patents (1976-2016). Predict the product of the given reaction. (1) Given the reactants [Cl:1][C:2]1[CH:3]=[C:4]([CH:9]=[C:10]([C:12]([F:15])([F:14])[F:13])[CH:11]=1)[C:5](OC)=[O:6].[H-], predict the reaction product. The product is: [Cl:1][C:2]1[CH:3]=[C:4]([CH2:5][OH:6])[CH:9]=[C:10]([C:12]([F:14])([F:15])[F:13])[CH:11]=1. (2) Given the reactants [Br:1][C:2]1[CH:3]=[C:4]2[C:8](=[CH:9][C:10]=1[F:11])[NH:7][C:6](=[O:12])[C:5]2=O.[OH-:14].[Na+].[N+:16]([O-])([O-])=O.[Na+].OS(O)(=O)=O.[Sn](Cl)Cl, predict the reaction product. The product is: [Br:1][C:2]1[CH:3]=[C:4]2[C:8](=[CH:9][C:10]=1[F:11])[NH:7][N:16]=[C:5]2[C:6]([OH:12])=[O:14]. (3) Given the reactants [Cl:1][S:2]([OH:5])(=O)=[O:3].[Cl:6][C:7]1[CH:26]=[C:25]([Cl:27])[CH:24]=[CH:23][C:8]=1[O:9][CH2:10][CH2:11][CH:12]1[CH2:21][C:20]2[C:15](=[CH:16][CH:17]=[CH:18][CH:19]=2)[NH:14][C:13]1=[O:22], predict the reaction product. The product is: [Cl:6][C:7]1[CH:26]=[C:25]([Cl:27])[CH:24]=[CH:23][C:8]=1[O:9][CH2:10][CH2:11][CH:12]1[CH2:21][C:20]2[C:15](=[CH:16][CH:17]=[C:18]([S:2]([Cl:1])(=[O:5])=[O:3])[CH:19]=2)[NH:14][C:13]1=[O:22]. (4) Given the reactants Br[C:2]1[CH:7]=[CH:6][C:5]([C:8]2[N:13]=[CH:12][C:11]([O:14][CH2:15][CH:16]3[CH2:21][CH2:20][N:19]([C:22]([O:24][C:25]([CH3:28])([CH3:27])[CH3:26])=[O:23])[CH2:18][CH2:17]3)=[CH:10][CH:9]=2)=[C:4]([F:29])[CH:3]=1.[Na+].[CH3:31][S:32]([O-:34])=[O:33].N1CCC[C@H]1C(O)=O.[OH-].[Na+], predict the reaction product. The product is: [F:29][C:4]1[CH:3]=[C:2]([S:32]([CH3:31])(=[O:34])=[O:33])[CH:7]=[CH:6][C:5]=1[C:8]1[N:13]=[CH:12][C:11]([O:14][CH2:15][CH:16]2[CH2:21][CH2:20][N:19]([C:22]([O:24][C:25]([CH3:28])([CH3:27])[CH3:26])=[O:23])[CH2:18][CH2:17]2)=[CH:10][CH:9]=1. (5) Given the reactants [CH2:1]([O:3][C:4]([C:6]1[N:7]=[CH:8][N:9]2[C:15]=1[CH:14]([CH3:16])[N:13]=[C:12]([C:17]1[CH:22]=[CH:21][CH:20]=[CH:19][CH:18]=1)[C:11]1[CH:23]=[C:24](Br)[CH:25]=[CH:26][C:10]2=1)=[O:5])[CH3:2].[CH3:28][Si:29]([C:32]#[CH:33])([CH3:31])[CH3:30], predict the reaction product. The product is: [CH2:1]([O:3][C:4]([C:6]1[N:7]=[CH:8][N:9]2[C:15]=1[CH:14]([CH3:16])[N:13]=[C:12]([C:17]1[CH:22]=[CH:21][CH:20]=[CH:19][CH:18]=1)[C:11]1[CH:23]=[C:24]([C:33]#[C:32][Si:29]([CH3:31])([CH3:30])[CH3:28])[CH:25]=[CH:26][C:10]2=1)=[O:5])[CH3:2]. (6) Given the reactants [Cl:1][C:2]1[CH:11]=[C:10]([Cl:12])[CH:9]=[CH:8][C:3]=1[C:4](=[O:7])[CH2:5]Cl.[N:13]1([C:19]([O:21][C:22]([CH3:25])([CH3:24])[CH3:23])=[O:20])[CH2:18][CH2:17][NH:16][CH2:15][CH2:14]1.C([O-])([O-])=O.[Cs+].[Cs+], predict the reaction product. The product is: [Cl:1][C:2]1[CH:11]=[C:10]([Cl:12])[CH:9]=[CH:8][C:3]=1[C:4](=[O:7])[CH2:5][N:16]1[CH2:15][CH2:14][N:13]([C:19]([O:21][C:22]([CH3:25])([CH3:24])[CH3:23])=[O:20])[CH2:18][CH2:17]1.